From a dataset of Forward reaction prediction with 1.9M reactions from USPTO patents (1976-2016). Predict the product of the given reaction. (1) Given the reactants Br[C:2]1[CH:10]=[C:9]2[C:5]([C:6]([CH3:14])([CH3:13])[C:7](=[O:12])[N:8]2[CH3:11])=[CH:4][CH:3]=1.[CH:15]1([C:18]2[N:19]=[CH:20][NH:21][CH:22]=2)[CH2:17][CH2:16]1, predict the reaction product. The product is: [CH:15]1([C:18]2[N:19]=[CH:20][N:21]([C:2]3[CH:10]=[C:9]4[C:5]([C:6]([CH3:14])([CH3:13])[C:7](=[O:12])[N:8]4[CH3:11])=[CH:4][CH:3]=3)[CH:22]=2)[CH2:17][CH2:16]1. (2) Given the reactants C(NC1C=C(OC)C=CC=1C1CCC2C(=CC=C(OC)C=2)C1)(C)C.Cl.FC1C=C(C=CC=1OCCN1CCCCC1)C(O)=O.[F:45][C:46]1[CH:47]=[C:48]([CH:74]=[CH:75][C:76]=1[O:77][CH2:78][CH2:79][N:80]1[CH2:85][CH2:84][CH2:83][CH2:82][CH2:81]1)[CH2:49][N:50]([CH:71]([CH3:73])[CH3:72])[C:51]1[CH:56]=[C:55]([O:57]C)[CH:54]=[CH:53][C:52]=1[CH:59]1[CH2:68][CH2:67][C:66]2[C:61](=[CH:62][CH:63]=[C:64]([O:69]C)[CH:65]=2)[CH2:60]1, predict the reaction product. The product is: [F:45][C:46]1[CH:47]=[C:48]([CH:74]=[CH:75][C:76]=1[O:77][CH2:78][CH2:79][N:80]1[CH2:85][CH2:84][CH2:83][CH2:82][CH2:81]1)[CH2:49][N:50]([CH:71]([CH3:73])[CH3:72])[C:51]1[CH:56]=[C:55]([OH:57])[CH:54]=[CH:53][C:52]=1[CH:59]1[CH2:68][CH2:67][C:66]2[CH:65]=[C:64]([OH:69])[CH:63]=[CH:62][C:61]=2[CH2:60]1. (3) Given the reactants [OH-].[Na+].[OH:3][C:4]1([CH3:33])[CH2:9][CH2:8][N:7]([C:10]2[N:15]=[C:14]([C:16]([NH:18][C:19]3[C:29]([CH3:30])=[CH:28][C:22]([C:23]([O:25]CC)=[O:24])=[CH:21][C:20]=3[CH3:31])=[O:17])[C:13]([CH3:32])=[CH:12][CH:11]=2)[CH2:6][CH2:5]1.CO, predict the reaction product. The product is: [OH:3][C:4]1([CH3:33])[CH2:5][CH2:6][N:7]([C:10]2[N:15]=[C:14]([C:16]([NH:18][C:19]3[C:20]([CH3:31])=[CH:21][C:22]([C:23]([OH:25])=[O:24])=[CH:28][C:29]=3[CH3:30])=[O:17])[C:13]([CH3:32])=[CH:12][CH:11]=2)[CH2:8][CH2:9]1. (4) Given the reactants C(O[C:6]([C:8]1[N:9]=[CH:10][C:11]2[C:16]([C:17]=1[OH:18])=[CH:15][C:14]([O:19][C:20]1[CH:25]=[CH:24][C:23]([Cl:26])=[CH:22][CH:21]=1)=[CH:13][CH:12]=2)=[O:7])CCC.[NH2:27][C@H:28]([C:30]([OH:32])=[O:31])[CH3:29], predict the reaction product. The product is: [Cl:26][C:23]1[CH:24]=[CH:25][C:20]([O:19][C:14]2[CH:15]=[C:16]3[C:11](=[CH:12][CH:13]=2)[CH:10]=[N:9][C:8]([C:6]([NH:27][C@@H:28]([CH3:29])[C:30]([OH:32])=[O:31])=[O:7])=[C:17]3[OH:18])=[CH:21][CH:22]=1. (5) The product is: [C:16]1([C:35]2[CH:40]=[CH:39][CH:38]=[CH:37][CH:36]=2)[CH:17]=[CH:18][CH:19]=[C:20]([C:15]2[C:2]([C:45]3[C:46]4[C:41](=[CH:47][CH:48]=[CH:54][CH:55]=4)[CH:42]=[CH:43][CH:44]=3)=[N:3][C:4]3[C:13]([CH:14]=2)=[CH:12][CH:11]=[C:10]2[C:5]=3[N:6]=[CH:7][CH:8]=[CH:9]2)[CH:21]=1. Given the reactants Br[C:2]1[CH:15]=[CH:14][C:13]2[C:4](=[C:5]3[C:10](=[CH:11][CH:12]=2)[CH:9]=[CH:8][CH:7]=[N:6]3)[N:3]=1.[C:16]1([C:35]2[CH:40]=[CH:39][CH:38]=[CH:37][CH:36]=2)[CH:21]=[CH:20][CH:19]=[C:18](C2C3C(=CC=CC=3)C(B(O)O)=CC=2)[CH:17]=1.[C:41]1([CH3:47])[CH:46]=[CH:45][CH:44]=[CH:43][CH:42]=1.[C:48](=O)([O-])[O-].[K+].[K+].[CH2:54](O)[CH3:55], predict the reaction product. (6) Given the reactants [O:1]1[C:5]([C:6]2[CH:11]=[CH:10][CH:9]=[CH:8][N+:7]=2[O-])=[CH:4][N:3]=[CH:2]1.C[Si]([C:17]#[N:18])(C)C.CN(C)C(Cl)=O, predict the reaction product. The product is: [O:1]1[C:5]([C:6]2[N:7]=[C:8]([C:17]#[N:18])[CH:9]=[CH:10][CH:11]=2)=[CH:4][N:3]=[CH:2]1. (7) Given the reactants [CH3:1][O:2][C:3]1[CH:8]=[CH:7][C:6]([C:9]2[S:13][C:12]([C:14]([NH:16][C:17]3([C:20]([O:22]C)=[O:21])[CH2:19][CH2:18]3)=[O:15])=[C:11]([NH:24][C:25]([NH:27][C:28]3[C:33]([CH3:34])=[CH:32][C:31]([CH3:35])=[CH:30][C:29]=3[CH3:36])=[O:26])[CH:10]=2)=[CH:5][CH:4]=1.[OH-].[Li+], predict the reaction product. The product is: [CH3:1][O:2][C:3]1[CH:4]=[CH:5][C:6]([C:9]2[S:13][C:12]([C:14]([NH:16][C:17]3([C:20]([OH:22])=[O:21])[CH2:19][CH2:18]3)=[O:15])=[C:11]([NH:24][C:25]([NH:27][C:28]3[C:33]([CH3:34])=[CH:32][C:31]([CH3:35])=[CH:30][C:29]=3[CH3:36])=[O:26])[CH:10]=2)=[CH:7][CH:8]=1. (8) The product is: [CH3:1][O:2][C:3]1[CH:8]=[C:7]([O:9][C:10]2[CH:15]=[CH:14][N:13]=[C:12]3[CH:16]=[C:17]([C:19]4[N:20]([CH3:24])[CH:21]=[CH:22][N:23]=4)[S:18][C:11]=23)[CH:6]=[CH:5][C:4]=1[NH:25][C:48]([NH:50][C:51](=[O:59])[CH2:52][C:53]1[CH:54]=[CH:55][CH:56]=[CH:57][CH:58]=1)=[S:49]. Given the reactants [CH3:1][O:2][C:3]1[CH:8]=[C:7]([O:9][C:10]2[CH:15]=[CH:14][N:13]=[C:12]3[CH:16]=[C:17]([C:19]4[N:20]([CH3:24])[CH:21]=[CH:22][N:23]=4)[S:18][C:11]=23)[CH:6]=[CH:5][C:4]=1[NH2:25].S1C=CN=C1C1SC2C(=NC=CC=2OC2C=CC(N[C:48]([NH:50][C:51](=[O:59])[CH2:52][C:53]3[CH:58]=[CH:57][CH:56]=[CH:55][CH:54]=3)=[S:49])=CC=2F)C=1, predict the reaction product. (9) Given the reactants Br[C:2]1[CH:11]=[C:10]([F:12])[CH:9]=[CH:8][C:3]=1[C:4]([O:6][CH3:7])=[O:5].[CH:13](/B(O)O)=[CH:14]\[C:15]1[CH:20]=[CH:19][CH:18]=[CH:17][CH:16]=1.[O-]P([O-])([O-])=O.[K+].[K+].[K+], predict the reaction product. The product is: [F:12][C:10]1[CH:9]=[CH:8][C:3]([C:4]([O:6][CH3:7])=[O:5])=[C:2]([CH2:13][CH2:14][C:15]2[CH:20]=[CH:19][CH:18]=[CH:17][CH:16]=2)[CH:11]=1.